This data is from Full USPTO retrosynthesis dataset with 1.9M reactions from patents (1976-2016). The task is: Predict the reactants needed to synthesize the given product. (1) Given the product [CH3:1][N:2]([CH2:4][C-:5]1[CH:9]=[CH:8][CH:7]=[C:6]1[Si:37]([CH3:40])([CH3:39])[CH3:38])[CH3:3].[C-:10]1([Si:37]([CH3:40])([CH3:39])[CH3:38])[CH:14]=[CH:13][CH:12]=[CH:11]1.[Fe+2:15], predict the reactants needed to synthesize it. The reactants are: [CH3:1][N:2]([CH2:4][C-:5]1[CH:9]=[CH:8][CH:7]=[CH:6]1)[CH3:3].[CH-:10]1[CH:14]=[CH:13][CH:12]=[CH:11]1.[Fe+2:15].C([Li])CCC.CN(CCN(C)C)C.C(=O)=O.CC(C)=O.Cl[Si:37]([CH3:40])([CH3:39])[CH3:38]. (2) Given the product [Cl:10][C:4]1[CH:3]=[C:2]([N:17]2[C@@H:13]([CH2:11][CH3:12])[C@@H:14]([OH:21])[C:15]([F:20])([F:19])[C:16]2=[O:18])[CH:9]=[CH:8][C:5]=1[C:6]#[N:7], predict the reactants needed to synthesize it. The reactants are: Br[C:2]1[CH:9]=[CH:8][C:5]([C:6]#[N:7])=[C:4]([Cl:10])[CH:3]=1.[CH2:11]([C@@H:13]1[NH:17][C:16](=[O:18])[C:15]([F:20])([F:19])[C@@H:14]1[OH:21])[CH3:12].C1(P(C2C=CC=CC=2)C2C3OC4C(=CC=CC=4P(C4C=CC=CC=4)C4C=CC=CC=4)C(C)(C)C=3C=CC=2)C=CC=CC=1.C(=O)([O-])[O-].[Cs+].[Cs+].